The task is: Predict the reactants needed to synthesize the given product.. This data is from Full USPTO retrosynthesis dataset with 1.9M reactions from patents (1976-2016). (1) Given the product [C:25]1(=[N:1][N:2]2[C:7](=[O:8])[C:6]([C:9]3[NH:14][C:13]4[CH:15]=[CH:16][CH:17]=[CH:18][C:12]=4[S:11](=[O:20])(=[O:19])[N:10]=3)=[C:5]([OH:21])[C:4]3[S:22][CH:23]=[CH:24][C:3]2=3)[CH2:30][CH2:29][CH2:28][CH2:27][CH2:26]1, predict the reactants needed to synthesize it. The reactants are: [NH2:1][N:2]1[C:7](=[O:8])[C:6]([C:9]2[NH:14][C:13]3[CH:15]=[CH:16][CH:17]=[CH:18][C:12]=3[S:11](=[O:20])(=[O:19])[N:10]=2)=[C:5]([OH:21])[C:4]2[S:22][CH:23]=[CH:24][C:3]1=2.[C:25]1(=O)[CH2:30][CH2:29][CH2:28][CH2:27][CH2:26]1. (2) Given the product [Cl:1][C:2]1[CH:3]=[CH:4][C:5]([CH2:6][CH:7]2[N:12]3[C:13](=[O:53])[CH:14]([NH:28][C:29]([CH:31]4[CH2:35][CH2:34][CH2:33][NH:32]4)=[O:30])[CH2:15][N:16]([S:17]([C:20]4[CH:25]=[CH:24][C:23]([Cl:26])=[CH:22][C:21]=4[Cl:27])(=[O:19])=[O:18])[CH:11]3[CH2:10][N:9]([CH:54]([CH3:56])[CH3:55])[C:8]2=[O:57])=[CH:58][CH:59]=1, predict the reactants needed to synthesize it. The reactants are: [Cl:1][C:2]1[CH:59]=[CH:58][C:5]([CH2:6][CH:7]2[N:12]3[C:13](=[O:53])[CH:14]([NH:28][C:29]([CH:31]4[CH2:35][CH2:34][CH2:33][N:32]4C(OCC4C5C=CC=CC=5C5C4=CC=CC=5)=O)=[O:30])[CH2:15][N:16]([S:17]([C:20]4[CH:25]=[CH:24][C:23]([Cl:26])=[CH:22][C:21]=4[Cl:27])(=[O:19])=[O:18])[CH:11]3[CH2:10][N:9]([CH:54]([CH3:56])[CH3:55])[C:8]2=[O:57])=[CH:4][CH:3]=1.C(NCC)C.